From a dataset of NCI-60 drug combinations with 297,098 pairs across 59 cell lines. Regression. Given two drug SMILES strings and cell line genomic features, predict the synergy score measuring deviation from expected non-interaction effect. (1) Drug 1: CC12CCC(CC1=CCC3C2CCC4(C3CC=C4C5=CN=CC=C5)C)O. Drug 2: CN(C)C1=NC(=NC(=N1)N(C)C)N(C)C. Cell line: SR. Synergy scores: CSS=17.9, Synergy_ZIP=-9.85, Synergy_Bliss=-10.5, Synergy_Loewe=-9.02, Synergy_HSA=-9.22. (2) Drug 1: CC(C1=C(C=CC(=C1Cl)F)Cl)OC2=C(N=CC(=C2)C3=CN(N=C3)C4CCNCC4)N. Drug 2: C1CCC(C(C1)N)N.C(=O)(C(=O)[O-])[O-].[Pt+4]. Cell line: TK-10. Synergy scores: CSS=11.6, Synergy_ZIP=-2.34, Synergy_Bliss=3.96, Synergy_Loewe=3.08, Synergy_HSA=4.04. (3) Drug 2: C1=NNC2=C1C(=O)NC=N2. Drug 1: C1=NC2=C(N1)C(=S)N=C(N2)N. Synergy scores: CSS=31.2, Synergy_ZIP=-0.779, Synergy_Bliss=-2.19, Synergy_Loewe=-11.1, Synergy_HSA=-0.833. Cell line: DU-145. (4) Drug 1: C1=C(C(=O)NC(=O)N1)N(CCCl)CCCl. Drug 2: CC1=C(C(CCC1)(C)C)C=CC(=CC=CC(=CC(=O)O)C)C. Cell line: MDA-MB-435. Synergy scores: CSS=11.0, Synergy_ZIP=0.361, Synergy_Bliss=8.01, Synergy_Loewe=5.96, Synergy_HSA=5.72. (5) Drug 1: CC1OCC2C(O1)C(C(C(O2)OC3C4COC(=O)C4C(C5=CC6=C(C=C35)OCO6)C7=CC(=C(C(=C7)OC)O)OC)O)O. Drug 2: CC=C1C(=O)NC(C(=O)OC2CC(=O)NC(C(=O)NC(CSSCCC=C2)C(=O)N1)C(C)C)C(C)C. Cell line: NCI-H226. Synergy scores: CSS=73.5, Synergy_ZIP=9.93, Synergy_Bliss=10.9, Synergy_Loewe=-15.4, Synergy_HSA=13.6.